This data is from Catalyst prediction with 721,799 reactions and 888 catalyst types from USPTO. The task is: Predict which catalyst facilitates the given reaction. (1) Reactant: [CH2:1]([O:3][C:4]([N:6]1[C:15]2[C:10](=[CH:11][C:12]([C:16]([F:19])([F:18])[F:17])=[CH:13][CH:14]=2)[CH:9]([CH:20]([N:35]=[N+]=[N-])[C:21]2[CH:26]=[C:25]([C:27]([F:30])([F:29])[F:28])[CH:24]=[C:23]([C:31]([F:34])([F:33])[F:32])[CH:22]=2)[CH2:8][CH:7]1[CH2:38][CH3:39])=[O:5])[CH3:2].CO. Product: [CH2:1]([O:3][C:4]([N:6]1[C:15]2[C:10](=[CH:11][C:12]([C:16]([F:19])([F:18])[F:17])=[CH:13][CH:14]=2)[CH:9]([CH:20]([NH2:35])[C:21]2[CH:26]=[C:25]([C:27]([F:28])([F:29])[F:30])[CH:24]=[C:23]([C:31]([F:32])([F:34])[F:33])[CH:22]=2)[CH2:8][CH:7]1[CH2:38][CH3:39])=[O:5])[CH3:2]. The catalyst class is: 153. (2) Reactant: [CH2:1]([O:3][C:4]([C:6]1[C:11](=[O:12])[NH:10][C:9]2[CH:13]=[CH:14][S:15][C:8]=2[C:7]=1[N:16]1[CH2:21][CH2:20][N:19]([C:22]([C:24]2[S:25][CH:26]=[CH:27][CH:28]=2)=[O:23])[CH2:18][CH2:17]1)=[O:5])[CH3:2].[C:29]([O-])([O-])=O.[Cs+].[Cs+].Cl.ClC[C:38]1[CH:39]=[N:40][CH:41]=[CH:42][CH:43]=1. Product: [CH2:1]([O:3][C:4]([C:6]1[C:11](=[O:12])[N:10]([C:38]2[CH:39]=[N:40][CH:41]=[CH:42][CH:43]=2)[C:9]2[CH:13]=[C:14]([CH3:29])[S:15][C:8]=2[C:7]=1[N:16]1[CH2:21][CH2:20][N:19]([C:22]([C:24]2[S:25][CH:26]=[CH:27][CH:28]=2)=[O:23])[CH2:18][CH2:17]1)=[O:5])[CH3:2]. The catalyst class is: 37. (3) Reactant: N#N.C[O:4][C:5]([C:7]1[O:8][C:9]([CH2:12][N:13]2[CH:17]=[CH:16][C:15]([N+:18]([O-:20])=[O:19])=[N:14]2)=[CH:10][CH:11]=1)=O.CC(C[AlH]CC(C)C)C.[C@H](O)(C([O-])=O)[C@@H](O)C([O-])=O.[Na+].[K+]. Product: [N+:18]([C:15]1[CH:16]=[CH:17][N:13]([CH2:12][C:9]2[O:8][C:7]([CH2:5][OH:4])=[CH:11][CH:10]=2)[N:14]=1)([O-:20])=[O:19]. The catalyst class is: 182. (4) Reactant: [C:1]([C:5]1[CH:6]=[C:7]([CH:12]=[C:13]([OH:15])[CH:14]=1)[C:8]([O:10][CH3:11])=[O:9])([CH3:4])([CH3:3])[CH3:2].Br[CH2:17][CH2:18][CH2:19][O:20][CH:21]1[CH2:26][CH2:25][CH2:24][CH2:23][O:22]1.[H-].[Na+]. Product: [C:1]([C:5]1[CH:6]=[C:7]([CH:12]=[C:13]([O:15][CH2:17][CH2:18][CH2:19][O:20][CH:21]2[CH2:26][CH2:25][CH2:24][CH2:23][O:22]2)[CH:14]=1)[C:8]([O:10][CH3:11])=[O:9])([CH3:4])([CH3:2])[CH3:3]. The catalyst class is: 499. (5) Reactant: [CH2:1]([N:3]1[C:7]2=[N:8][C:9]([CH2:32][CH3:33])=[C:10]([CH2:19][NH:20][C:21]([C:23]3[N:28]=[C:27]([C:29](O)=[O:30])[CH:26]=[CH:25][CH:24]=3)=[O:22])[C:11]([NH:12][CH:13]3[CH2:18][CH2:17][O:16][CH2:15][CH2:14]3)=[C:6]2[CH:5]=[N:4]1)[CH3:2].CCN(C(C)C)C(C)C.CN(C(ON1N=NC2C=CC=CC1=2)=[N+](C)C)C.[B-](F)(F)(F)F.Cl.[Br:66][C:67]1[CH:68]=[C:69]([CH2:74][NH2:75])[CH:70]=[CH:71][C:72]=1[CH3:73]. Product: [Br:66][C:67]1[CH:68]=[C:69]([CH2:74][NH:75][C:29]([C:27]2[CH:26]=[CH:25][CH:24]=[C:23]([C:21]([NH:20][CH2:19][C:10]3[C:11]([NH:12][CH:13]4[CH2:18][CH2:17][O:16][CH2:15][CH2:14]4)=[C:6]4[CH:5]=[N:4][N:3]([CH2:1][CH3:2])[C:7]4=[N:8][C:9]=3[CH2:32][CH3:33])=[O:22])[N:28]=2)=[O:30])[CH:70]=[CH:71][C:72]=1[CH3:73]. The catalyst class is: 4. (6) Reactant: COC1C=CC(C[N:8]2[CH:12]=[C:11]([C:13]3[S:14][CH:15]=[C:16]([NH:18][C:19]4[CH:24]=[CH:23][CH:22]=[CH:21][N:20]=4)[N:17]=3)[C:10]([C:25]([F:28])([F:27])[F:26])=[N:9]2)=CC=1.C([O-])([O-])=O.[Na+].[Na+]. Product: [N:20]1[CH:21]=[CH:22][CH:23]=[CH:24][C:19]=1[NH:18][C:16]1[N:17]=[C:13]([C:11]2[C:10]([C:25]([F:27])([F:28])[F:26])=[N:9][NH:8][CH:12]=2)[S:14][CH:15]=1. The catalyst class is: 67. (7) Reactant: Cl[C:2]1[CH:7]=[CH:6][C:5]([C:8]([F:11])([F:10])[F:9])=[CH:4][N:3]=1.[NH:12]1[CH2:18][CH2:17][CH2:16][NH:15][CH2:14][CH2:13]1. Product: [F:9][C:8]([F:11])([F:10])[C:5]1[CH:6]=[CH:7][C:2]([N:12]2[CH2:18][CH2:17][CH2:16][NH:15][CH2:14][CH2:13]2)=[N:3][CH:4]=1. The catalyst class is: 3. (8) The catalyst class is: 77. Product: [CH3:27][CH:28]1[C:33]([C:4]2[C:5]3[C:6](=[N:7][CH:8]=[C:9]([N+:15]([O-:17])=[O:16])[C:10]=3[C:11]([F:14])([F:13])[F:12])[N:2]([CH3:1])[CH:3]=2)=[CH:32][CH2:31][N:30]([C:42]([O:44][C:45]([CH3:46])([CH3:48])[CH3:47])=[O:43])[CH2:29]1. Reactant: [CH3:1][N:2]1[C:6]2=[N:7][CH:8]=[C:9]([N+:15]([O-:17])=[O:16])[C:10]([C:11]([F:14])([F:13])[F:12])=[C:5]2[C:4](B2OC(C)(C)C(C)(C)O2)=[CH:3]1.[CH3:27][CH:28]1[C:33](OS(C(F)(F)F)(=O)=O)=[CH:32][CH2:31][N:30]([C:42]([O:44][C:45]([CH3:48])([CH3:47])[CH3:46])=[O:43])[CH2:29]1.C([O-])([O-])=O.[K+].[K+]. (9) Reactant: N1C=CC=CC=1.ClCCl.[F:10][C:11]1[CH:12]=[C:13]([OH:25])[CH:14]=[C:15]([F:24])[C:16]=1[C:17]([CH3:23])([CH3:22])[C:18]([F:21])([F:20])[F:19].[F:26][C:27]([F:40])([F:39])[S:28](O[S:28]([C:27]([F:40])([F:39])[F:26])(=[O:30])=[O:29])(=[O:30])=[O:29]. Product: [F:26][C:27]([F:40])([F:39])[S:28]([O:25][C:13]1[CH:12]=[C:11]([F:10])[C:16]([C:17]([CH3:22])([CH3:23])[C:18]([F:20])([F:21])[F:19])=[C:15]([F:24])[CH:14]=1)(=[O:30])=[O:29]. The catalyst class is: 768.